From a dataset of Forward reaction prediction with 1.9M reactions from USPTO patents (1976-2016). Predict the product of the given reaction. Given the reactants [CH:1]1([N:7]([CH:19]2[CH2:24][CH2:23][CH2:22][CH2:21][CH2:20]2)[C:8]([NH:10][C:11]2[S:12][C:13]([S:16]C#N)=[CH:14][N:15]=2)=[O:9])[CH2:6][CH2:5][CH2:4][CH2:3][CH2:2]1.SC[C@@H]([C@@H](CS)O)O.[CH2:33]([N:35]([CH2:39][CH3:40])[CH2:36][CH2:37]S)[CH3:34], predict the reaction product. The product is: [CH:1]1([N:7]([CH:19]2[CH2:20][CH2:21][CH2:22][CH2:23][CH2:24]2)[C:8]([NH:10][C:11]2[S:12][C:13]([S:16][CH2:34][CH2:33][N:35]([CH2:39][CH3:40])[CH2:36][CH3:37])=[CH:14][N:15]=2)=[O:9])[CH2:2][CH2:3][CH2:4][CH2:5][CH2:6]1.